From a dataset of Reaction yield outcomes from USPTO patents with 853,638 reactions. Predict the reaction yield, written as a fraction of the theoretical maximum amount of product (1.0 means a 100% yield; for example, 0.34 means a 34% yield). (1) The reactants are [CH3:1][C:2]1[S:3][C:4]([C:8]2[CH:17]=[CH:16][C:15]3[C:10](=[CH:11][CH:12]=[C:13](B(O)O)[CH:14]=3)[N:9]=2)=[C:5]([CH3:7])[N:6]=1.[CH3:21][O:22][C:23]([C:25]1[CH:33]=[C:32]2[C:28]([C:29]([CH:35]3[CH2:40][CH2:39][CH2:38][CH2:37][CH2:36]3)=[C:30](Br)[NH:31]2)=[CH:27][CH:26]=1)=[O:24].C([O-])(O)=O.[Na+]. The catalyst is CO. The product is [CH3:21][O:22][C:23]([C:25]1[CH:33]=[C:32]2[C:28]([C:29]([CH:35]3[CH2:40][CH2:39][CH2:38][CH2:37][CH2:36]3)=[C:30]([C:13]3[CH:14]=[C:15]4[C:10](=[CH:11][CH:12]=3)[N:9]=[C:8]([C:4]3[S:3][C:2]([CH3:1])=[N:6][C:5]=3[CH3:7])[CH:17]=[CH:16]4)[NH:31]2)=[CH:27][CH:26]=1)=[O:24]. The yield is 0.950. (2) The reactants are Br[C:2]1[CH:3]=[C:4]2[C:9](=[CH:10][CH:11]=1)[C:8](=[O:12])[NH:7][N:6]=[C:5]2[CH2:13][C:14]1[CH:19]=[CH:18][C:17]([F:20])=[C:16]([C:21]([N:23]2[CH2:28][CH2:27][CH:26]([O:29][CH3:30])[CH2:25][CH2:24]2)=[O:22])[CH:15]=1.C1(C(C2C=CC=CC=2)=[NH:38])C=CC=CC=1.C(=O)([O-])[O-].[Cs+].[Cs+].CC1(C)C2C=CC=C(P(C3C=CC=CC=3)C3C=CC=CC=3)C=2OC2C1=CC=CC=2P(C1C=CC=CC=1)C1C=CC=CC=1.Cl. The catalyst is C(O[Pd]OC(=O)C)(=O)C.O1CCOCC1. The product is [NH2:38][C:2]1[CH:3]=[C:4]2[C:9](=[CH:10][CH:11]=1)[C:8](=[O:12])[NH:7][N:6]=[C:5]2[CH2:13][C:14]1[CH:19]=[CH:18][C:17]([F:20])=[C:16]([C:21]([N:23]2[CH2:28][CH2:27][CH:26]([O:29][CH3:30])[CH2:25][CH2:24]2)=[O:22])[CH:15]=1. The yield is 0.139. (3) The reactants are C(OC([N:8]1[CH2:13][CH2:12][CH2:11][C@H:10]([C:14]2[O:18][N:17]=[C:16]([C:19]3[CH:24]=[CH:23][CH:22]=[C:21]([CH3:25])[N:20]=3)[N:15]=2)[CH2:9]1)=O)(C)(C)C.[ClH:26]. The catalyst is O1CCOCC1. The product is [ClH:26].[CH3:25][C:21]1[CH:22]=[CH:23][CH:24]=[C:19]([C:16]2[N:15]=[C:14]([C@H:10]3[CH2:11][CH2:12][CH2:13][NH:8][CH2:9]3)[O:18][N:17]=2)[N:20]=1. The yield is 1.00. (4) The reactants are Br[CH2:2][CH2:3][CH2:4][N:5]1[C:9]2=[N:10][CH:11]=[N:12][C:13]([NH2:14])=[C:8]2[C:7]([I:15])=[N:6]1.[NH:16]1[CH2:21][CH2:20][O:19][CH2:18][CH2:17]1.C(N(CC)CC)C. The catalyst is CN(C)C=O. The product is [I:15][C:7]1[C:8]2[C:9](=[N:10][CH:11]=[N:12][C:13]=2[NH2:14])[N:5]([CH2:4][CH2:3][CH2:2][N:16]2[CH2:21][CH2:20][O:19][CH2:18][CH2:17]2)[N:6]=1. The yield is 0.480. (5) The reactants are Br[C:2]1[C:7](=[O:8])[C:6]([O:9][CH3:10])=[CH:5][N:4]([C:11]2[C:21]([F:22])=[CH:20][C:14]3[O:15][C:16]([F:19])([F:18])[O:17][C:13]=3[CH:12]=2)[N:3]=1.[C:23]1([N:29]2[C:33](B3OC(C)(C)C(C)(C)O3)=[CH:32][CH:31]=[N:30]2)[CH:28]=[CH:27][CH:26]=[CH:25][CH:24]=1.C([O-])([O-])=O.[K+].[K+]. The catalyst is C1(C)C=CC=CC=1.O.C([O-])(O)=O.[Na+]. The product is [CH3:10][O:9][C:6]1[C:7](=[O:8])[C:2]([C:33]2[N:29]([C:23]3[CH:24]=[CH:25][CH:26]=[CH:27][CH:28]=3)[N:30]=[CH:31][CH:32]=2)=[N:3][N:4]([C:11]2[C:21]([F:22])=[CH:20][C:14]3[O:15][C:16]([F:19])([F:18])[O:17][C:13]=3[CH:12]=2)[CH:5]=1. The yield is 0.600. (6) The yield is 0.950. The product is [C:20]([O:19][C:17]([N:15]1[CH2:14][CH2:13][CH2:12][N:11]2[C:7]([C:1]3[CH:6]=[CH:5][CH:4]=[CH:3][CH:2]=3)=[N:8][C:9]([C:24]([OH:26])=[O:25])=[C:10]2[CH2:16]1)=[O:18])([CH3:23])([CH3:21])[CH3:22]. The catalyst is CO. The reactants are [C:1]1([C:7]2[N:11]3[CH2:12][CH2:13][CH2:14][N:15]([C:17]([O:19][C:20]([CH3:23])([CH3:22])[CH3:21])=[O:18])[CH2:16][C:10]3=[C:9]([C:24]([O:26]CC)=[O:25])[N:8]=2)[CH:6]=[CH:5][CH:4]=[CH:3][CH:2]=1.O.[OH-].[Li+]. (7) The reactants are Br[C:2]1[CH:7]=[C:6]([C:8]([F:11])([F:10])[F:9])[CH:5]=[C:4]([N+:12]([O-:14])=[O:13])[CH:3]=1.CCN(C(C)C)C(C)C.[NH:24]1[CH2:29][CH2:28][O:27][CH2:26][CH2:25]1. The catalyst is CN(C=O)C. The product is [N+:12]([C:4]1[CH:3]=[C:2]([N:24]2[CH2:29][CH2:28][O:27][CH2:26][CH2:25]2)[CH:7]=[C:6]([C:8]([F:11])([F:10])[F:9])[CH:5]=1)([O-:14])=[O:13]. The yield is 0.500.